Predict the reaction yield, written as a fraction of the theoretical maximum amount of product (1.0 means a 100% yield; for example, 0.34 means a 34% yield). From a dataset of Reaction yield outcomes from USPTO patents with 853,638 reactions. The reactants are [S:1]([C:5]1[CH:23]=[CH:22][C:8]([CH2:9][N:10]2[CH2:15][CH2:14][N:13]([CH2:16][C:17](OCC)=[O:18])[CH2:12][CH2:11]2)=[CH:7][CH:6]=1)(=[O:4])(=[O:3])[NH2:2].C(O)C.CO.[NH2:29][NH2:30]. The catalyst is CO.CCOC(C)=O. The product is [NH:29]([C:17](=[O:18])[CH2:16][N:13]1[CH2:14][CH2:15][N:10]([CH2:9][C:8]2[CH:22]=[CH:23][C:5]([S:1]([NH2:2])(=[O:4])=[O:3])=[CH:6][CH:7]=2)[CH2:11][CH2:12]1)[NH2:30]. The yield is 0.910.